From a dataset of Forward reaction prediction with 1.9M reactions from USPTO patents (1976-2016). Predict the product of the given reaction. (1) Given the reactants [Br:1][C:2]1[CH:3]=[CH:4][C:5](F)=[C:6]([N+:8]([O-:10])=[O:9])[CH:7]=1.C([O-])([O-])=O.[Cs+].[Cs+].[SH:18][C:19]1[CH:28]=[CH:27][CH:26]=[CH:25][C:20]=1[C:21]([O:23][CH3:24])=[O:22].O, predict the reaction product. The product is: [CH3:24][O:23][C:21](=[O:22])[C:20]1[CH:25]=[CH:26][CH:27]=[CH:28][C:19]=1[S:18][C:5]1[CH:4]=[CH:3][C:2]([Br:1])=[CH:7][C:6]=1[N+:8]([O-:10])=[O:9]. (2) Given the reactants [Cl:1][C:2]1[CH:7]=[CH:6][C:5]([C:8]2[CH:16]=[CH:15][CH:14]=[C:13]3[C:9]=2[CH2:10][CH2:11][C:12]3=[O:17])=[CH:4][C:3]=1[C:18]([F:21])([F:20])[F:19].Br[CH2:23][C:24]1[CH:33]=[CH:32][C:27]([C:28]([O:30][CH3:31])=[O:29])=[CH:26][CH:25]=1.C([O-])(=O)C1C=CC=CC=1, predict the reaction product. The product is: [Cl:1][C:2]1[CH:7]=[CH:6][C:5]([C:8]2[CH:16]=[CH:15][CH:14]=[C:13]3[C:9]=2[CH2:10][CH:11]([CH2:23][C:24]2[CH:33]=[CH:32][C:27]([C:28]([O:30][CH3:31])=[O:29])=[CH:26][CH:25]=2)[C:12]3=[O:17])=[CH:4][C:3]=1[C:18]([F:19])([F:20])[F:21].